Dataset: Forward reaction prediction with 1.9M reactions from USPTO patents (1976-2016). Task: Predict the product of the given reaction. (1) The product is: [NH2:19][C:8]1[CH:9]=[C:10]([Cl:18])[C:11]([O:13][C:14]([F:17])([F:15])[F:16])=[CH:12][C:7]=1/[CH:6]=[CH:5]/[C:4]([OH:20])=[O:3]. Given the reactants C([O:3][C:4](=[O:20])/[CH:5]=[CH:6]/[C:7]1[CH:12]=[C:11]([O:13][C:14]([F:17])([F:16])[F:15])[C:10]([Cl:18])=[CH:9][C:8]=1[NH2:19])C.[OH-].[Na+], predict the reaction product. (2) Given the reactants [C:1]1([C:21]2[CH:26]=[CH:25][CH:24]=[CH:23][CH:22]=2)[CH:6]=[CH:5][C:4]([C:7]([NH:9][NH:10][C:11]([NH:13][C:14]2[CH:19]=[CH:18][CH:17]=[CH:16][C:15]=2[F:20])=[S:12])=O)=[CH:3][CH:2]=1.Cl, predict the reaction product. The product is: [C:1]1([C:21]2[CH:26]=[CH:25][CH:24]=[CH:23][CH:22]=2)[CH:6]=[CH:5][C:4]([C:7]2[N:13]([C:14]3[CH:19]=[CH:18][CH:17]=[CH:16][C:15]=3[F:20])[C:11]([SH:12])=[N:10][N:9]=2)=[CH:3][CH:2]=1. (3) Given the reactants F[C:2]1[C:7]([N+:8]([O-:10])=[O:9])=[C:6]([NH:11][CH3:12])[CH:5]=[CH:4][C:3]=1[C:13]1[C:14]2[CH:23]=[CH:22][N:21]([CH2:24][O:25][CH2:26][CH2:27][Si:28]([CH3:31])([CH3:30])[CH3:29])[C:15]=2[C:16](=[O:20])[N:17]([CH3:19])[CH:18]=1.[Cl:32][C:33]1[CH:38]=[CH:37][C:36]([OH:39])=[CH:35][CH:34]=1, predict the reaction product. The product is: [Cl:32][C:33]1[CH:38]=[CH:37][C:36]([O:39][C:2]2[C:7]([N+:8]([O-:10])=[O:9])=[C:6]([NH:11][CH3:12])[CH:5]=[CH:4][C:3]=2[C:13]2[C:14]3[CH:23]=[CH:22][N:21]([CH2:24][O:25][CH2:26][CH2:27][Si:28]([CH3:31])([CH3:30])[CH3:29])[C:15]=3[C:16](=[O:20])[N:17]([CH3:19])[CH:18]=2)=[CH:35][CH:34]=1. (4) Given the reactants [Cl:1][C:2]1[CH:22]=[C:21](I)[CH:20]=[CH:19][C:3]=1[CH2:4][N:5]1[C:9]2=[N:10][C:11]([C:14]([O:16][CH3:17])=[O:15])=[CH:12][CH:13]=[C:8]2[N:7]=[C:6]1[CH3:18].[CH:24]#[C:25][CH2:26][CH2:27][CH2:28][CH3:29].C1(P(C2C=CC=CC=2)C2C=CC=CC=2)C=CC=CC=1.C(N(CCCC)CCCC)CCC, predict the reaction product. The product is: [Cl:1][C:2]1[CH:22]=[C:21]([C:24]#[C:25][CH2:26][CH2:27][CH2:28][CH3:29])[CH:20]=[CH:19][C:3]=1[CH2:4][N:5]1[C:9]2=[N:10][C:11]([C:14]([O:16][CH3:17])=[O:15])=[CH:12][CH:13]=[C:8]2[N:7]=[C:6]1[CH3:18]. (5) Given the reactants [CH3:1][Si:2]([CH3:10])([CH3:9])[O:3][C:4]([CH3:8])([C:6]#[CH:7])[CH3:5].[Li]CCCC.[C:16]([C:18]1[CH:19]=[C:20]([CH:27]=[CH:28][C:29]=1[O:30][CH3:31])[C:21](N(OC)C)=[O:22])#[N:17], predict the reaction product. The product is: [CH3:31][O:30][C:29]1[CH:28]=[CH:27][C:20]([C:21](=[O:22])[C:7]#[C:6][C:4]([CH3:8])([O:3][Si:2]([CH3:10])([CH3:9])[CH3:1])[CH3:5])=[CH:19][C:18]=1[C:16]#[N:17]. (6) Given the reactants [NH:1]1[C:5]([NH2:6])=[CH:4][CH:3]=[N:2]1.[C:7]([CH:10]([CH:14]([CH3:16])[CH3:15])[C:11]([O-])=[O:12])(=O)[CH3:8], predict the reaction product. The product is: [CH:14]([C:10]1[C:11](=[O:12])[N:1]2[N:2]=[CH:3][CH:4]=[C:5]2[NH:6][C:7]=1[CH3:8])([CH3:16])[CH3:15]. (7) Given the reactants [NH:1]1[CH2:6][CH:5]=[C:4]([C:7]2[CH:8]=[C:9]3[C:13](=[CH:14][CH:15]=2)[NH:12][CH:11]=[CH:10]3)[CH2:3][CH2:2]1.[H][H], predict the reaction product. The product is: [NH:1]1[CH2:6][CH2:5][CH:4]([C:7]2[CH:8]=[C:9]3[C:13](=[CH:14][CH:15]=2)[NH:12][CH:11]=[CH:10]3)[CH2:3][CH2:2]1. (8) Given the reactants [C:1]1(=[C:11]2[C:19]3[C:14](=[CH:15][CH:16]=[CH:17][CH:18]=3)[C:13](=N)[NH:12]2)[C:9]2[C:4](=[CH:5][CH:6]=[CH:7][CH:8]=2)[C:3](=N)[NH:2]1.[CH3:21][N:22]1[C:29](=[O:30])[CH2:28][C:26](=[O:27])[N:25]([CH3:31])[C:23]1=[O:24], predict the reaction product. The product is: [CH3:31][N:25]1[C:26](=[O:27])[C:28](=[C:13]2[C:14]3[C:19](=[CH:18][CH:17]=[CH:16][CH:15]=3)[C:11](=[C:1]3[C:9]4[C:4](=[CH:5][CH:6]=[CH:7][CH:8]=4)[C:3](=[C:28]4[C:29](=[O:30])[N:22]([CH3:21])[C:23](=[O:24])[N:25]([CH3:31])[C:26]4=[O:27])[NH:2]3)[NH:12]2)[C:29](=[O:30])[N:22]([CH3:21])[C:23]1=[O:24]. (9) Given the reactants [CH3:1][C@H:2]1[N:8]2[C:9]3[CH:10]=[C:11]([C:16]([O-:18])=[O:17])[CH:12]=[CH:13][C:14]=3[CH:15]=[C:7]2[C:6](=[O:19])[NH:5][CH2:4][CH2:3]1.[OH-].[Na+].Cl, predict the reaction product. The product is: [CH3:1][C@H:2]1[N:8]2[C:9]3[CH:10]=[C:11]([C:16]([OH:18])=[O:17])[CH:12]=[CH:13][C:14]=3[CH:15]=[C:7]2[C:6](=[O:19])[NH:5][CH2:4][CH2:3]1. (10) Given the reactants [CH3:1][NH:2][C:3]1[CH:17]=[CH:16][C:6]([O:7][C:8]2[CH:13]=[CH:12][N:11]=[C:10]([C:14]#[N:15])[CH:9]=2)=[CH:5][C:4]=1[N+:18]([O-])=O.C([O-])([O-])=O.[Na+].[Na+].[O-]S(S([O-])=O)=O.[Na+].[Na+].CC(OO)=O, predict the reaction product. The product is: [CH3:1][NH:2][C:3]1[CH:17]=[CH:16][C:6]([O:7][C:8]2[CH:13]=[CH:12][N:11]=[C:10]([C:14]#[N:15])[CH:9]=2)=[CH:5][C:4]=1[NH2:18].